Predict the reactants needed to synthesize the given product. From a dataset of Full USPTO retrosynthesis dataset with 1.9M reactions from patents (1976-2016). (1) Given the product [N:8]([CH2:2][CH2:3][O:4][CH2:5][CH2:6][OH:7])=[N+:9]=[N-:10], predict the reactants needed to synthesize it. The reactants are: Cl[CH2:2][CH2:3][O:4][CH2:5][CH2:6][OH:7].[N-:8]=[N+:9]=[N-:10].[Na+]. (2) Given the product [CH3:1][O:2][C:3]1[CH:4]=[C:5]([N:12]2[CH2:17][CH2:16][N:15]([CH:28]3[CH2:29][CH2:30][N:25]([C:18]([O:20][C:21]([CH3:24])([CH3:23])[CH3:22])=[O:19])[CH2:26][CH2:27]3)[CH2:14][CH2:13]2)[CH:6]=[CH:7][C:8]=1[N+:9]([O-:11])=[O:10], predict the reactants needed to synthesize it. The reactants are: [CH3:1][O:2][C:3]1[CH:4]=[C:5]([N:12]2[CH2:17][CH2:16][NH:15][CH2:14][CH2:13]2)[CH:6]=[CH:7][C:8]=1[N+:9]([O-:11])=[O:10].[C:18]([N:25]1[CH2:30][CH2:29][C:28](=O)[CH2:27][CH2:26]1)([O:20][C:21]([CH3:24])([CH3:23])[CH3:22])=[O:19].CC(O)=O.C(O[BH-](OC(=O)C)OC(=O)C)(=O)C.[Na+]. (3) Given the product [CH2:1]([C:3]1[CH:10]=[CH:9][CH:8]=[CH:7][C:4]=1[CH:5]=[N:41][C:15]([O:14][Si:21]([CH3:28])([CH3:27])[CH3:20])=[CH2:16])[CH3:2], predict the reactants needed to synthesize it. The reactants are: [CH2:1]([C:3]1[CH:10]=[CH:9][CH:8]=[CH:7][C:4]=1[CH:5]=O)[CH3:2].ClC1C=[C:14](C=CC=1)[CH:15]=[O:16].[CH3:20][Si:21]([CH3:28])([CH3:27])N[Si:21]([CH3:28])([CH3:27])[CH3:20].C([Li])CCC.C[Si](Cl)(C)C.C([N:41](CC)CC)C.C(Cl)(=O)C. (4) Given the product [Cl:10][C:8]1[CH:7]=[C:6]([CH3:11])[C:5]([O:12][CH:13]2[CH2:14][CH2:15][CH2:16]2)=[C:4]([CH:9]=1)[C:3]([OH:17])=[O:2], predict the reactants needed to synthesize it. The reactants are: C[O:2][C:3](=[O:17])[C:4]1[CH:9]=[C:8]([Cl:10])[CH:7]=[C:6]([CH3:11])[C:5]=1[O:12][CH:13]1[CH2:16][CH2:15][CH2:14]1.O1CCOCC1.CO.[Li+].[OH-]. (5) Given the product [F:1][C:2]1[CH:7]=[CH:6][C:5]([C:8]2[CH:13]=[CH:12][N:11]=[CH:10][C:9]=2[N:14]([CH2:31][CH2:32][S:33]([CH3:36])(=[O:34])=[O:35])[C:15](=[O:30])[C:16]2[CH:17]=[C:18]([C:26]([F:28])([F:27])[F:29])[CH:40]=[C:20]([C:22]([F:24])([F:23])[F:25])[CH:21]=2)=[C:4]([O:37][CH3:38])[CH:3]=1, predict the reactants needed to synthesize it. The reactants are: [F:1][C:2]1[CH:7]=[CH:6][C:5]([C:8]2[CH:13]=[CH:12][N:11]=[CH:10][C:9]=2[N:14]([CH2:31][CH2:32][S:33]([CH3:36])(=[O:35])=[O:34])[C:15](=[O:30])[C:16]2[CH:21]=[C:20]([C:22]([F:25])([F:24])[F:23])N=[C:18]([C:26]([F:29])([F:28])[F:27])[CH:17]=2)=[C:4]([O:37][CH3:38])[CH:3]=1.F[C:40](F)(F)C1C=C(C=C(C(F)(F)F)C=1)C(O)=O. (6) Given the product [C:12]([O:16][C:17](=[O:38])[NH:18][C:19]1([C:27]2[CH:36]=[CH:35][C:34]3[C:29](=[CH:30][CH:31]=[C:32]([O:11][C@H:8]4[CH2:7][CH2:6][C@H:5]([C:1]([CH3:4])([CH3:2])[CH3:3])[CH2:10][CH2:9]4)[CH:33]=3)[CH:28]=2)[CH2:20][O:21][C:22]([CH3:26])([CH3:25])[O:23][CH2:24]1)([CH3:13])([CH3:14])[CH3:15], predict the reactants needed to synthesize it. The reactants are: [C:1]([C@@H:5]1[CH2:10][CH2:9][C@H:8]([OH:11])[CH2:7][CH2:6]1)([CH3:4])([CH3:3])[CH3:2].[C:12]([O:16][C:17](=[O:38])[NH:18][C:19]1([C:27]2[CH:36]=[CH:35][C:34]3[C:29](=[CH:30][CH:31]=[C:32](O)[CH:33]=3)[CH:28]=2)[CH2:24][O:23][C:22]([CH3:26])([CH3:25])[O:21][CH2:20]1)([CH3:15])([CH3:14])[CH3:13]. (7) Given the product [CH:13]1([N:16]2[C:17]3[CH:22]=[C:21]([F:23])[C:20]([F:24])=[CH:19][C:18]=3[NH:25][C:1]2=[O:2])[CH2:15][CH2:14]1, predict the reactants needed to synthesize it. The reactants are: [C:1](N1C=CN=C1)(N1C=CN=C1)=[O:2].[CH:13]1([NH:16][C:17]2[C:18]([NH2:25])=[CH:19][C:20]([F:24])=[C:21]([F:23])[CH:22]=2)[CH2:15][CH2:14]1.